This data is from Forward reaction prediction with 1.9M reactions from USPTO patents (1976-2016). The task is: Predict the product of the given reaction. Given the reactants C([O:3][C:4](=[O:22])[CH:5]([CH3:21])[CH2:6][C:7]1[N:8]([CH:18]2[CH2:20][CH2:19]2)[C:9]([C:12]2[CH:17]=[CH:16][N:15]=[CH:14][CH:13]=2)=[N:10][CH:11]=1)C.[OH-].[Na+], predict the reaction product. The product is: [CH:18]1([N:8]2[C:7]([CH2:6][CH:5]([CH3:21])[C:4]([OH:22])=[O:3])=[CH:11][N:10]=[C:9]2[C:12]2[CH:17]=[CH:16][N:15]=[CH:14][CH:13]=2)[CH2:19][CH2:20]1.